From a dataset of Forward reaction prediction with 1.9M reactions from USPTO patents (1976-2016). Predict the product of the given reaction. (1) Given the reactants Br[Si](C)(C)C.C[O:7][P:8]([CH2:12][P:13]([CH2:18][CH2:19][CH2:20][CH2:21][CH2:22][CH2:23][CH2:24][CH2:25][CH2:26][CH3:27])([O:15]CC)=[O:14])(=[O:11])[O:9]C.C(N(CCCC)CCCC)CCC.[Na+:41].[I-].CC(C)=O, predict the reaction product. The product is: [Na+:41].[Na+:41].[Na+:41].[CH2:18]([P:13]([CH2:12][P:8](=[O:7])([O-:11])[O-:9])([OH:15])=[O:14])[CH2:19][CH2:20][CH2:21][CH2:22][CH2:23][CH2:24][CH2:25][CH2:26][CH3:27]. (2) Given the reactants [NH2:1][C:2]([CH3:38])([CH2:8][CH2:9][C:10]1[CH:11]=[C:12]2[C:35](=[CH:36][CH:37]=1)[C:16]1=[N:17][O:18][C:19]([C:20]3[C:24]([C:25]([F:28])([F:27])[F:26])=[C:23]([C:29]4[CH:34]=[CH:33][CH:32]=[CH:31][CH:30]=4)[O:22][N:21]=3)=[C:15]1[CH2:14][CH2:13]2)[C:3]([O:5]CC)=[O:4].[OH-:39].[Na+].[OH2:41], predict the reaction product. The product is: [NH2:1][C:2]([CH3:38])([CH2:8][CH2:9][C:10]1[CH:11]=[C:12]2[C:35](=[CH:36][CH:37]=1)[C:16]1=[N:17][O:18][C:19]([C:20]3[C:24]([C:25]([F:26])([F:28])[F:27])=[C:23]([C:29]4[CH:30]=[CH:31][CH:32]=[CH:33][CH:34]=4)[O:22][N:21]=3)=[C:15]1[CH2:14][CH2:13]2)[C:3]([OH:5])=[O:4].[C:24]([OH:41])([C:25]([F:28])([F:27])[F:26])=[O:39]. (3) Given the reactants [Br:1][C:2]1[N:3]=[C:4]([CH:12]2[CH2:17][N:16]([C:18]([O:20][CH2:21][C:22]3[CH:27]=[CH:26][CH:25]=[CH:24][CH:23]=3)=[O:19])[CH:15]([C:28]([F:31])([F:30])[F:29])[CH2:14][CH2:13]2)[N:5]2[CH:10]=[CH:9][N:8]=[C:7](Cl)[C:6]=12.[CH3:32][O:33][C:34]1[CH:39]=[C:38]([O:40][CH3:41])[CH:37]=[CH:36][C:35]=1[CH2:42][NH2:43].C([O-])([O-])=O.[K+].[K+], predict the reaction product. The product is: [CH3:32][O:33][C:34]1[CH:39]=[C:38]([O:40][CH3:41])[CH:37]=[CH:36][C:35]=1[CH2:42][NH:43][C:7]1[C:6]2[N:5]([C:4]([CH:12]3[CH2:17][N:16]([C:18]([O:20][CH2:21][C:22]4[CH:23]=[CH:24][CH:25]=[CH:26][CH:27]=4)=[O:19])[CH:15]([C:28]([F:31])([F:29])[F:30])[CH2:14][CH2:13]3)=[N:3][C:2]=2[Br:1])[CH:10]=[CH:9][N:8]=1. (4) Given the reactants O[C@H]([C@@H](O)C(O)=O)C(O)=O.[Cl:11][C:12]1[CH:21]=[C:20]([C@@H:22]([NH2:24])[CH3:23])[C:19]([C:25]2[CH:30]=[CH:29][CH:28]=[C:27]([F:31])[CH:26]=2)=[C:18]2[C:13]=1[CH:14]=[CH:15][N:16]=[N:17]2.C(=O)([O-])[O-].[Na+].[Na+].O, predict the reaction product. The product is: [Cl:11][C:12]1[CH:21]=[C:20]([C@@H:22]([NH2:24])[CH3:23])[C:19]([C:25]2[CH:30]=[CH:29][CH:28]=[C:27]([F:31])[CH:26]=2)=[C:18]2[C:13]=1[CH:14]=[CH:15][N:16]=[N:17]2. (5) Given the reactants [C:1]([O:5][C:6](=[O:34])[CH2:7][O:8][C:9]1[C:14]([CH3:15])=[CH:13][C:12]([C:16]2[O:17][C:18]3[N:19]=[C:20](S(C)(=O)=O)[N:21]=[C:22]([CH2:25][CH:26]([CH3:28])[CH3:27])[C:23]=3[N:24]=2)=[CH:11][C:10]=1[CH3:33])([CH3:4])([CH3:3])[CH3:2].[F:35][C:36]1[CH:41]=[CH:40][CH:39]=[CH:38][C:37]=1[OH:42], predict the reaction product. The product is: [F:35][C:36]1[CH:41]=[CH:40][CH:39]=[CH:38][C:37]=1[O:42][C:20]1[N:21]=[C:22]([CH2:25][CH:26]([CH3:28])[CH3:27])[C:23]2[N:24]=[C:16]([C:12]3[CH:13]=[C:14]([CH3:15])[C:9]([O:8][CH2:7][C:6]([O:5][C:1]([CH3:4])([CH3:3])[CH3:2])=[O:34])=[C:10]([CH3:33])[CH:11]=3)[O:17][C:18]=2[N:19]=1. (6) Given the reactants [C:1]([O:5][C:6](=[O:20])[NH:7][CH2:8][C:9]1[CH:14]=[CH:13][C:12]([F:15])=[CH:11][C:10]=1[CH2:16][N:17]=[N+]=[N-])([CH3:4])([CH3:3])[CH3:2].C(S)CCS, predict the reaction product. The product is: [C:1]([O:5][C:6](=[O:20])[NH:7][CH2:8][C:9]1[CH:14]=[CH:13][C:12]([F:15])=[CH:11][C:10]=1[CH2:16][NH2:17])([CH3:4])([CH3:2])[CH3:3]. (7) Given the reactants [CH2:1]([N:8]1[CH:12]=[C:11]([C:13]([OH:15])=O)[CH:10]=[N:9]1)[C:2]1[CH:7]=[CH:6][CH:5]=[CH:4][CH:3]=1.[C:16](#[N:20])[CH2:17][C:18]#[N:19].CCN(C(C)C)C(C)C, predict the reaction product. The product is: [CH2:1]([N:8]1[CH:12]=[C:11]([C:13]([OH:15])=[C:17]([C:16]#[N:20])[C:18]#[N:19])[CH:10]=[N:9]1)[C:2]1[CH:3]=[CH:4][CH:5]=[CH:6][CH:7]=1.